This data is from TCR-epitope binding with 47,182 pairs between 192 epitopes and 23,139 TCRs. The task is: Binary Classification. Given a T-cell receptor sequence (or CDR3 region) and an epitope sequence, predict whether binding occurs between them. (1) The epitope is GTSGSPIINR. The TCR CDR3 sequence is CASSFIQGNTEAFF. Result: 1 (the TCR binds to the epitope). (2) The epitope is LLQTGIHVRVSQPSL. The TCR CDR3 sequence is CAISSGWGNNEQFF. Result: 1 (the TCR binds to the epitope). (3) The epitope is RLRPGGKKK. The TCR CDR3 sequence is CASSAGTSGVYNEQFF. Result: 0 (the TCR does not bind to the epitope). (4) The epitope is ISPRTLNAW. The TCR CDR3 sequence is CASSLAQGWKTQYF. Result: 1 (the TCR binds to the epitope). (5) The epitope is VVYRGTTTY. The TCR CDR3 sequence is CSVLGAGELFF. Result: 1 (the TCR binds to the epitope).